From a dataset of Catalyst prediction with 721,799 reactions and 888 catalyst types from USPTO. Predict which catalyst facilitates the given reaction. (1) Reactant: [Cl:1][C:2]1[C:6]([Cl:7])=[C:5]([CH3:8])[NH:4][C:3]=1[C:9]([O:11]CC)=[O:10].C(Cl)Cl.[Li+].[OH-].Cl. Product: [Cl:1][C:2]1[C:6]([Cl:7])=[C:5]([CH3:8])[NH:4][C:3]=1[C:9]([OH:11])=[O:10]. The catalyst class is: 5. (2) Reactant: [CH2:1]([O:3][C:4](=[O:14])[CH2:5]P(OCC)(COC)=O)[CH3:2].[H-].[Na+].[Br:17][C:18]1[CH:25]=[CH:24][C:21]([CH:22]=O)=[C:20]([O:26][C:27]([F:30])([F:29])[F:28])[CH:19]=1.O. Product: [CH2:1]([O:3][C:4](=[O:14])/[CH:5]=[CH:22]/[C:21]1[CH:24]=[CH:25][C:18]([Br:17])=[CH:19][C:20]=1[O:26][C:27]([F:29])([F:28])[F:30])[CH3:2]. The catalyst class is: 1. (3) Reactant: [OH:1][C:2]1[CH:19]=[CH:18][C:17]2[C@@H:16]3[C@H:7]([C@H:8]4[C@@:12]([CH2:14][C@@H:15]3[CH2:20][CH2:21][CH2:22][CH2:23][CH2:24][CH2:25][CH2:26][CH2:27][CH:28]([CH2:34][CH2:35][CH2:36][CH2:37][CH2:38][C:39]([F:45])([F:44])[C:40]([F:43])([F:42])[F:41])[C:29]([O:31]CC)=[O:30])([CH3:13])[C@@H:11]([OH:46])[CH2:10][CH2:9]4)[CH2:6][CH2:5][C:4]=2[CH:3]=1.[OH-].[Na+].[Cl-].[NH4+]. Product: [OH:1][C:2]1[CH:19]=[CH:18][C:17]2[C@@H:16]3[C@H:7]([C@H:8]4[C@@:12]([CH2:14][C@@H:15]3[CH2:20][CH2:21][CH2:22][CH2:23][CH2:24][CH2:25][CH2:26][CH2:27][CH:28]([CH2:34][CH2:35][CH2:36][CH2:37][CH2:38][C:39]([F:44])([F:45])[C:40]([F:41])([F:42])[F:43])[C:29]([OH:31])=[O:30])([CH3:13])[C@@H:11]([OH:46])[CH2:10][CH2:9]4)[CH2:6][CH2:5][C:4]=2[CH:3]=1. The catalyst class is: 199. (4) Reactant: [CH3:1][C:2]1([CH3:8])[CH2:6][C:5](=[O:7])[CH:4]=[CH:3]1.[C-]#N.[K+].C[C:13]([OH:15])=[O:14]. Product: [CH3:1][C:2]1([CH3:8])[CH2:6][C:5](=[O:7])[CH2:4][CH:3]1[C:13]([OH:15])=[O:14]. The catalyst class is: 88. (5) The catalyst class is: 22. Product: [Cl:1][C:2]1[CH:3]=[N:4][N:5]([CH3:16])[C:6]=1[C:7]1[CH:8]=[C:9]([C:13]([NH:17][C@@H:18]([CH2:31][C:32]2[CH:37]=[CH:36][CH:35]=[C:34]([F:38])[CH:33]=2)[CH2:19][N:20]2[C:28](=[O:29])[C:27]3[C:22](=[CH:23][CH:24]=[CH:25][CH:26]=3)[C:21]2=[O:30])=[O:15])[S:10][C:11]=1[CH3:12]. Reactant: [Cl:1][C:2]1[CH:3]=[N:4][N:5]([CH3:16])[C:6]=1[C:7]1[CH:8]=[C:9]([C:13]([OH:15])=O)[S:10][C:11]=1[CH3:12].[NH2:17][C@@H:18]([CH2:31][C:32]1[CH:37]=[CH:36][CH:35]=[C:34]([F:38])[CH:33]=1)[CH2:19][N:20]1[C:28](=[O:29])[C:27]2[C:22](=[CH:23][CH:24]=[CH:25][CH:26]=2)[C:21]1=[O:30].CC(OC(N[C@H](C(O)=O)CC1C=CC=CC=1C(F)(F)F)=O)(C)C.C1CN([P+](Br)(N2CCCC2)N2CCCC2)CC1.F[P-](F)(F)(F)(F)F.CCN(C(C)C)C(C)C. (6) Reactant: [CH3:1][NH:2][CH:3]1[CH2:8][CH2:7][CH2:6][CH:5]([C:9]2[C:17]3[C:12](=[CH:13][CH:14]=[C:15]([NH:18][C:19]([C:21]4[S:22][CH:23]=[CH:24][CH:25]=4)=[NH:20])[CH:16]=3)[NH:11][CH:10]=2)[CH2:4]1.[ClH:26]. Product: [ClH:26].[ClH:26].[CH3:1][NH:2][CH:3]1[CH2:8][CH2:7][CH2:6][CH:5]([C:9]2[C:17]3[C:12](=[CH:13][CH:14]=[C:15]([NH:18][C:19]([C:21]4[S:22][CH:23]=[CH:24][CH:25]=4)=[NH:20])[CH:16]=3)[NH:11][CH:10]=2)[CH2:4]1. The catalyst class is: 5. (7) Reactant: C([N:8]1[CH2:13][CH2:12][C@@H:11]([C:14]2[CH:19]=[CH:18][C:17]([O:20][CH3:21])=[CH:16][CH:15]=2)[C@H:10]([OH:22])[CH2:9]1)C1C=CC=CC=1. Product: [CH3:21][O:20][C:17]1[CH:16]=[CH:15][C:14]([C@@H:11]2[CH2:12][CH2:13][NH:8][CH2:9][C@H:10]2[OH:22])=[CH:19][CH:18]=1. The catalyst class is: 19. (8) Reactant: [Br-].[F:2][CH2:3][CH2:4][N+:5]1[CH:10]=[CH:9][C:8]([C:11]2[CH:16]=[CH:15][C:14]([N+:17]([O-:19])=[O:18])=[C:13]([O:20][CH3:21])[CH:12]=2)=[CH:7][CH:6]=1.[BH4-].[Na+].CCOC(C)=O. Product: [F:2][CH2:3][CH2:4][N:5]1[CH2:6][CH:7]=[C:8]([C:11]2[CH:16]=[CH:15][C:14]([N+:17]([O-:19])=[O:18])=[C:13]([O:20][CH3:21])[CH:12]=2)[CH2:9][CH2:10]1. The catalyst class is: 5.